This data is from Experimentally validated miRNA-target interactions with 360,000+ pairs, plus equal number of negative samples. The task is: Binary Classification. Given a miRNA mature sequence and a target amino acid sequence, predict their likelihood of interaction. The miRNA is hsa-miR-759 with sequence GCAGAGUGCAAACAAUUUUGAC. The protein sequence of the target gene is MHWIKCLLTAFICFTVIVQVHSSGSFELRLKYFSNDHGRDNEGRCCSGESDGATGKCLGSCKTRFRVCLKHYQATIDTTSQCTYGDVITPILGENSVNLTDAQRFQNKGFTNPIQFPFSFSWPGTFSLIVEAWHDTNNSGNARTNKLLIQRLLVQQVLEVSSEWKTNKSESQYTSLEYDFRVTCDLNYYGSGCAKFCRPRDDSFGHSTCSETGEIICLTGWQGDYCHIPKCAKGCEHGHCDKPNQCVCQLGWKGALCNECVLEPNCIHGTCNKPWTCICNEGWGGLYCNQDLNYCTNHRP.... Result: 0 (no interaction).